From a dataset of Forward reaction prediction with 1.9M reactions from USPTO patents (1976-2016). Predict the product of the given reaction. Given the reactants [CH2:1]([O:3][C:4]([CH:6]1[CH:11]([NH:12][S:13]([C:16]2[CH:21]=[CH:20][C:19]([O:22][CH2:23][C:24]3[C:33]4[C:28](=[CH:29][CH:30]=[CH:31][CH:32]=4)[N:27]=[C:26]([CH3:34])[CH:25]=3)=[CH:18][CH:17]=2)(=[O:15])=[O:14])[CH2:10][CH2:9][NH:8][CH2:7]1)=[O:5])[CH3:2].[C:35](Cl)(=[O:37])[CH3:36], predict the reaction product. The product is: [CH2:1]([O:3][C:4]([CH:6]1[CH:11]([NH:12][S:13]([C:16]2[CH:17]=[CH:18][C:19]([O:22][CH2:23][C:24]3[C:33]4[C:28](=[CH:29][CH:30]=[CH:31][CH:32]=4)[N:27]=[C:26]([CH3:34])[CH:25]=3)=[CH:20][CH:21]=2)(=[O:15])=[O:14])[CH2:10][CH2:9][N:8]([C:35](=[O:37])[CH3:36])[CH2:7]1)=[O:5])[CH3:2].